Predict the reactants needed to synthesize the given product. From a dataset of Full USPTO retrosynthesis dataset with 1.9M reactions from patents (1976-2016). (1) The reactants are: C([BH-](CC)CC)C.[Li+].[O:9]=[C:10]1[CH2:19][CH2:18][C:17]2[C:12](=[CH:13][CH:14]=[CH:15][CH:16]=2)[N:11]1[C:20]([O:22][C:23]([CH3:26])([CH3:25])[CH3:24])=[O:21].C([O-])([O-])=O.[Na+].[Na+].OO. Given the product [OH:9][CH:10]1[CH2:19][CH2:18][C:17]2[C:12](=[CH:13][CH:14]=[CH:15][CH:16]=2)[N:11]1[C:20]([O:22][C:23]([CH3:26])([CH3:25])[CH3:24])=[O:21], predict the reactants needed to synthesize it. (2) Given the product [OH:1][CH2:2][C:3]1[CH:8]=[CH:7][CH:6]=[CH:5][C:4]=1[Si:9]([CH3:18])([CH3:19])/[C:10](=[CH:11]/[CH2:12][CH2:13][CH3:14])/[CH2:20][CH2:21][CH3:22], predict the reactants needed to synthesize it. The reactants are: [OH:1][CH2:2][C:3]1[CH:8]=[CH:7][CH:6]=[CH:5][C:4]=1[Si:9]([CH3:19])([CH3:18])/[CH:10]=[CH:11]/[CH2:12][CH2:13][CH2:14]CCC.[CH3:20][CH2:21][CH2:22]C#CCCC.C[SiH](C)C1C=CC=CC=1COC1CCCCO1.C#CCCCCCC. (3) Given the product [CH3:39][O:38][C:33]1[CH:32]=[C:31]([C:48]2[CH:49]=[C:44]([CH:45]=[CH:46][CH:47]=2)[C:42]([O:41][CH3:40])=[O:43])[CH:36]=[CH:35][C:34]=1[O:37][C@@H:17]1[C@@H:22]([OH:23])[C@@H:21]([OH:24])[C@H:20]([OH:25])[C@@H:19]([CH2:26][OH:27])[O:18]1, predict the reactants needed to synthesize it. The reactants are: CNC(=O)C1C=CC=C(C2C=CC(O[C@@H:17]3[C@@H:22]([OH:23])[C@@H:21]([OH:24])[C@H:20]([OH:25])[C@@H:19]([CH2:26][OH:27])[O:18]3)=C(C)C=2)C=1.Br[C:31]1[CH:36]=[CH:35][C:34]([OH:37])=[C:33]([O:38][CH3:39])[CH:32]=1.[CH3:40][O:41][C:42]([C:44]1[CH:45]=[C:46](B(O)O)[CH:47]=[CH:48][CH:49]=1)=[O:43].